This data is from Catalyst prediction with 721,799 reactions and 888 catalyst types from USPTO. The task is: Predict which catalyst facilitates the given reaction. (1) Product: [C:18]([O:21][C:22]([NH:1][C:2]1([C:7]([OH:9])=[O:8])[CH2:6][CH2:5][CH2:4][CH2:3]1)=[O:23])([CH3:20])([CH3:19])[CH3:17]. The catalyst class is: 23. Reactant: [NH2:1][C:2]1([C:7]([OH:9])=[O:8])[CH2:6][CH2:5][CH2:4][CH2:3]1.CCN(CC)CC.[CH3:17][C:18]([O:21][C:22](O[C:22]([O:21][C:18]([CH3:20])([CH3:19])[CH3:17])=[O:23])=[O:23])([CH3:20])[CH3:19]. (2) Reactant: [Br:1]Br.[Cl:3][C:4]1[CH:9]=[CH:8][CH:7]=[CH:6][C:5]=1[C:10](=[O:12])[CH3:11]. Product: [Br:1][CH2:11][C:10]([C:5]1[CH:6]=[CH:7][CH:8]=[CH:9][C:4]=1[Cl:3])=[O:12]. The catalyst class is: 27. (3) Reactant: [N:1]([CH:4]([C:8]1[CH:9]=[N:10][C:11]([C:14]([F:17])([F:16])[F:15])=[CH:12][CH:13]=1)[CH2:5][CH:6]=[O:7])=[N+:2]=[N-:3].[BH4-].[Na+]. The catalyst class is: 334. Product: [N:1]([CH:4]([C:8]1[CH:9]=[N:10][C:11]([C:14]([F:15])([F:16])[F:17])=[CH:12][CH:13]=1)[CH2:5][CH2:6][OH:7])=[N+:2]=[N-:3]. (4) Reactant: [C:1]([C:4](C)([CH2:10][CH2:11][CH2:12][CH2:13][CH2:14][CH2:15][O:16][Si](C(C)(C)C)(C)C)[C:5](OCC)=O)(=[O:3])[CH3:2].[OH-].[Na+].Cl. Product: [OH:16][CH2:15][CH2:14][CH2:13][CH2:12][CH2:11][CH2:10][CH:4]([CH3:5])[C:1](=[O:3])[CH3:2]. The catalyst class is: 24. (5) Reactant: Cl[C:2]1[C:7]([N+:8]([O-:10])=[O:9])=[CH:6][CH:5]=[C:4]([Cl:11])[N:3]=1.C(N(CC)CC)C.[CH2:19]([NH2:22])[CH:20]=[CH2:21]. Product: [Cl:11][C:4]1[N:3]=[C:2]([NH:22][CH2:19][CH:20]=[CH2:21])[C:7]([N+:8]([O-:10])=[O:9])=[CH:6][CH:5]=1. The catalyst class is: 4. (6) Reactant: [CH3:1][C:2]1([CH3:11])[C@H:7]2[NH:8][CH2:9][C@H:4]([O:5][C:6]2=[O:10])[CH2:3]1.CN(C)C=O.C(N(CC)CC)C.[CH2:24]([O:31][C:32]1[CH:37]=[CH:36][C:35]([S:38](Cl)(=[O:40])=[O:39])=[CH:34][CH:33]=1)[C:25]1[CH:30]=[CH:29][CH:28]=[CH:27][CH:26]=1. Product: [CH2:24]([O:31][C:32]1[CH:37]=[CH:36][C:35]([S:38]([N:8]2[CH2:9][C@H:4]3[CH2:3][C:2]([CH3:11])([CH3:1])[C@@H:7]2[C:6](=[O:10])[O:5]3)(=[O:40])=[O:39])=[CH:34][CH:33]=1)[C:25]1[CH:26]=[CH:27][CH:28]=[CH:29][CH:30]=1. The catalyst class is: 33. (7) Reactant: [F:1][C:2]1[CH:3]=[C:4]([CH3:16])[C:5]2[O:9][C:8]([C:10]([O:12]CC)=[O:11])=[CH:7][C:6]=2[CH:15]=1.[Li+].[OH-]. Product: [F:1][C:2]1[CH:3]=[C:4]([CH3:16])[C:5]2[O:9][C:8]([C:10]([OH:12])=[O:11])=[CH:7][C:6]=2[CH:15]=1. The catalyst class is: 20. (8) Reactant: [H-].[Na+].[CH:3]1([CH:8]([OH:10])[CH3:9])[CH2:7][CH2:6][CH2:5][CH2:4]1.Cl[C:12]1[CH:17]=[C:16](Cl)[N:15]=[CH:14][N:13]=1.[CH2:19]([OH:23])[C:20]#[C:21][CH3:22].[Cl-].[NH4+]. Product: [CH2:19]([O:23][C:12]1[CH:17]=[C:16]([O:10][CH:8]([CH:3]2[CH2:7][CH2:6][CH2:5][CH2:4]2)[CH3:9])[N:15]=[CH:14][N:13]=1)[C:20]#[C:21][CH3:22]. The catalyst class is: 7. (9) Reactant: C1COCC1.[B:15]1([B:15]2[O:19][C:18]([CH3:21])([CH3:20])[C:17]([CH3:23])([CH3:22])[O:16]2)[O:19][C:18]([CH3:21])([CH3:20])[C:17]([CH3:23])([CH3:22])[O:16]1.C([O-])(=O)C.[K+].Br[C:30]1[C:31]2[CH:38]=[CH:37][CH:36]=[CH:35][C:32]=2[S:33][CH:34]=1. Product: [S:33]1[CH:34]=[C:30]([B:15]2[O:16][C:17]([CH3:22])([CH3:23])[C:18]([CH3:20])([CH3:21])[O:19]2)[C:31]2[CH:38]=[CH:37][CH:36]=[CH:35][C:32]1=2. The catalyst class is: 6. (10) Reactant: [CH3:1][N:2]1[C:6]2[CH:7]=[CH:8][C:9]([N+:11]([O-])=O)=[CH:10][C:5]=2[N:4]([CH2:14][C:15]([F:18])([F:17])[F:16])[C:3]1=[O:19].C([O-])=O.[NH4+]. Product: [NH2:11][C:9]1[CH:8]=[CH:7][C:6]2[N:2]([CH3:1])[C:3](=[O:19])[N:4]([CH2:14][C:15]([F:18])([F:17])[F:16])[C:5]=2[CH:10]=1. The catalyst class is: 19.